From a dataset of Full USPTO retrosynthesis dataset with 1.9M reactions from patents (1976-2016). Predict the reactants needed to synthesize the given product. (1) The reactants are: [C:1]([NH:9][C:10](=[CH:15][N:16]([CH3:18])C)[C:11]([O:13][CH3:14])=[O:12])(=[O:8])[C:2]1[CH:7]=[CH:6][CH:5]=[CH:4][CH:3]=1.N[C:20]1[CH:25]=[CH:24]C=[CH:22][CH:21]=1.Cl.O. Given the product [C:1]([NH:9][C:10](=[CH:15][NH:16][C:18]1[CH:24]=[CH:25][CH:20]=[CH:21][CH:22]=1)[C:11]([O:13][CH3:14])=[O:12])(=[O:8])[C:2]1[CH:3]=[CH:4][CH:5]=[CH:6][CH:7]=1, predict the reactants needed to synthesize it. (2) Given the product [Br:2][C:3]1[CH:4]=[C:5]([C:9]2[NH:10][C:21](=[O:22])[C:20]([CH:19]([NH:18][C:15](=[O:17])[CH3:16])[CH2:27][CH3:28])=[N:13][N:11]=2)[CH:6]=[CH:7][CH:8]=1, predict the reactants needed to synthesize it. The reactants are: Cl.[Br:2][C:3]1[CH:4]=[C:5]([C:9](=[NH:11])[NH2:10])[CH:6]=[CH:7][CH:8]=1.O.[NH2:13]N.[C:15]([NH:18][CH:19]([CH2:27][CH3:28])[C:20](=O)[C:21](OCC)=[O:22])(=[O:17])[CH3:16]. (3) Given the product [O:13]=[C:12]1[CH:11]=[CH:10][C:9](=[O:14])[N:8]1[C:5]1[CH:4]=[CH:3][C:2]([O:1][C:28](=[O:29])[CH2:27][CH:26]([NH:25][C:23]([O:22][CH2:21][C:20]2[CH:32]=[C:33]([O:34][CH3:35])[C:17]([O:16][CH3:15])=[CH:18][C:19]=2[N+:36]([O-:38])=[O:37])=[O:24])[CH3:31])=[CH:7][CH:6]=1, predict the reactants needed to synthesize it. The reactants are: [OH:1][C:2]1[CH:7]=[CH:6][C:5]([N:8]2[C:12](=[O:13])[CH:11]=[CH:10][C:9]2=[O:14])=[CH:4][CH:3]=1.[CH3:15][O:16][C:17]1[C:33]([O:34][CH3:35])=[CH:32][C:20]([CH2:21][O:22][C:23]([NH:25][CH:26]([CH3:31])[CH2:27][C:28](O)=[O:29])=[O:24])=[C:19]([N+:36]([O-:38])=[O:37])[CH:18]=1.CC(C)N=C=NC(C)C.